This data is from Reaction yield outcomes from USPTO patents with 853,638 reactions. The task is: Predict the reaction yield, written as a fraction of the theoretical maximum amount of product (1.0 means a 100% yield; for example, 0.34 means a 34% yield). (1) The reactants are [Br:1][C:2]1[CH:3]=[C:4]2[C:9](=[CH:10][CH:11]=1)[N:8]=[C:7](Cl)[CH:6]=[N:5]2.C([Sn](CCCC)(CCCC)[C:18]([O:20][CH2:21][CH3:22])=[CH2:19])CCC. The catalyst is O1CCOCC1.CO.Cl[Pd](Cl)([P](C1C=CC=CC=1)(C1C=CC=CC=1)C1C=CC=CC=1)[P](C1C=CC=CC=1)(C1C=CC=CC=1)C1C=CC=CC=1. The product is [Br:1][C:2]1[CH:3]=[C:4]2[C:9](=[CH:10][CH:11]=1)[N:8]=[C:7]([C:18]([O:20][CH2:21][CH3:22])=[CH2:19])[CH:6]=[N:5]2. The yield is 0.523. (2) The reactants are [Br:1][C:2]1[CH:7]=[CH:6][CH:5]=[C:4]([C:8]#[CH:9])[CH:3]=1.I[C:11]1[CH:16]=[CH:15][C:14]([OH:17])=[CH:13][CH:12]=1.O1CCCC1.C(N(CC)CC)C. The catalyst is O1CCCC1.[Cu]I.Cl[Pd](Cl)([P](C1C=CC=CC=1)(C1C=CC=CC=1)C1C=CC=CC=1)[P](C1C=CC=CC=1)(C1C=CC=CC=1)C1C=CC=CC=1.IC1C=CC(O)=CC=1. The product is [Br:1][C:2]1[CH:3]=[C:4]([C:8]#[C:9][C:11]2[CH:16]=[CH:15][C:14]([OH:17])=[CH:13][CH:12]=2)[CH:5]=[CH:6][CH:7]=1. The yield is 0.680. (3) The reactants are [H-].[Na+].[Br:3][C:4]1[CH:5]=[CH:6][C:7]([O:13][CH2:14][CH2:15]Br)=[C:8]([C:10](=[O:12])[CH3:11])[CH:9]=1. The catalyst is C1COCC1. The product is [Br:3][C:4]1[CH:5]=[CH:6][C:7]2[O:13][CH2:14][CH2:15][CH2:11][C:10](=[O:12])[C:8]=2[CH:9]=1. The yield is 0.700. (4) The reactants are [CH3:1][N:2]1[C:6]([NH2:7])=[CH:5][CH:4]=[N:3]1.N1C=CC=CC=1.Cl[C:15]([O:17][CH2:18][C:19]([Cl:22])([Cl:21])[Cl:20])=[O:16].O. The catalyst is O1CCCC1. The product is [CH3:1][N:2]1[C:6]([NH:7][C:15](=[O:16])[O:17][CH2:18][C:19]([Cl:22])([Cl:21])[Cl:20])=[CH:5][CH:4]=[N:3]1. The yield is 0.508. (5) The reactants are Br[C:2]1[CH:3]=[C:4]2[C:9](=[N:10][CH:11]=1)[NH:8][CH2:7][CH2:6][CH:5]2[O:12][C:13]1[CH:18]=[CH:17][CH:16]=[C:15]([Cl:19])[CH:14]=1.[CH3:20][N:21]1[CH2:26][CH2:25][N:24]([C:27]2[CH:32]=[C:31](B3OC(C)(C)C(C)(C)O3)[CH:30]=[CH:29][N:28]=2)[CH2:23][CH2:22]1. The catalyst is C(OCC)(=O)C.CCCCCC. The product is [Cl:19][C:15]1[CH:14]=[C:13]([CH:18]=[CH:17][CH:16]=1)[O:12][CH:5]1[C:4]2[C:9](=[N:10][CH:11]=[C:2]([C:31]3[CH:30]=[CH:29][N:28]=[C:27]([N:24]4[CH2:23][CH2:22][N:21]([CH3:20])[CH2:26][CH2:25]4)[CH:32]=3)[CH:3]=2)[NH:8][CH2:7][CH2:6]1. The yield is 0.360. (6) The reactants are [F:1][C:2]1[CH:3]=[C:4]([C:37]2[C:38]([C:43]#[N:44])=[CH:39][CH:40]=[CH:41][CH:42]=2)[CH:5]=[CH:6][C:7]=1[CH2:8][C:9]1[C:10](=[O:36])[N:11]([CH:21]2[CH2:26][CH2:25][CH:24]([O:27][CH:28]([C:30]3([CH:34]=[O:35])[CH2:33][CH2:32][CH2:31]3)[CH3:29])[CH2:23][CH2:22]2)[C:12]2[N:13]([N:18]=[CH:19][N:20]=2)[C:14]=1[CH2:15][CH2:16][CH3:17].[CH3:45][Mg]Br.Cl. The catalyst is O1CCCC1. The product is [F:1][C:2]1[CH:3]=[C:4]([C:37]2[C:38]([C:43]#[N:44])=[CH:39][CH:40]=[CH:41][CH:42]=2)[CH:5]=[CH:6][C:7]=1[CH2:8][C:9]1[C:10](=[O:36])[N:11]([CH:21]2[CH2:26][CH2:25][CH:24]([O:27][CH:28]([C:30]3([CH:34]([OH:35])[CH3:45])[CH2:31][CH2:32][CH2:33]3)[CH3:29])[CH2:23][CH2:22]2)[C:12]2[N:13]([N:18]=[CH:19][N:20]=2)[C:14]=1[CH2:15][CH2:16][CH3:17]. The yield is 0.900. (7) The reactants are [Cl:1][C:2]1[CH:3]=[CH:4][C:5]([OH:13])=[C:6]([CH:12]=1)[C:7]([N:9]([CH3:11])[CH3:10])=O.[H-].[Al+3].[Li+].[H-].[H-].[H-].O. The catalyst is O1CCCC1. The product is [Cl:1][C:2]1[CH:3]=[CH:4][C:5]([OH:13])=[C:6]([CH2:7][N:9]([CH3:11])[CH3:10])[CH:12]=1. The yield is 0.0600. (8) The reactants are [CH3:1][C:2]1([CH3:30])[CH2:7][C:6]([CH3:9])([CH3:8])[CH2:5][C:4](=[C:10]([C:18]2[CH:23]=[CH:22][C:21]([C:24]#[C:25][Si](C)(C)C)=[CH:20][CH:19]=2)[C:11]2[CH:16]=[CH:15][C:14]([OH:17])=[CH:13][CH:12]=2)[CH2:3]1.C([O-])([O-])=O.[K+].[K+].O. The catalyst is CO. The product is [C:24]([C:21]1[CH:22]=[CH:23][C:18]([C:10](=[C:4]2[CH2:3][C:2]([CH3:30])([CH3:1])[CH2:7][C:6]([CH3:9])([CH3:8])[CH2:5]2)[C:11]2[CH:16]=[CH:15][C:14]([OH:17])=[CH:13][CH:12]=2)=[CH:19][CH:20]=1)#[CH:25]. The yield is 0.970.